Dataset: Reaction yield outcomes from USPTO patents with 853,638 reactions. Task: Predict the reaction yield, written as a fraction of the theoretical maximum amount of product (1.0 means a 100% yield; for example, 0.34 means a 34% yield). (1) The reactants are [C:1](OC(=O)C)(=[O:3])[CH3:2].[NH2:8][C:9]1[CH:14]=[CH:13][C:12]([C:15]2([C:20]3[CH:25]=[CH:24][C:23]([Cl:26])=[CH:22][CH:21]=3)[O:19][CH2:18][CH2:17][O:16]2)=[CH:11][C:10]=1[C:27]([C:29]1[CH:34]=[CH:33][CH:32]=[C:31]([CH3:35])[CH:30]=1)=[O:28]. The catalyst is C1(C)C=CC=CC=1. The product is [Cl:26][C:23]1[CH:22]=[CH:21][C:20]([C:15]2([C:12]3[CH:13]=[CH:14][C:9]([NH:8][C:1](=[O:3])[CH3:2])=[C:10]([C:27](=[O:28])[C:29]4[CH:34]=[CH:33][CH:32]=[C:31]([CH3:35])[CH:30]=4)[CH:11]=3)[O:19][CH2:18][CH2:17][O:16]2)=[CH:25][CH:24]=1. The yield is 1.00. (2) The yield is 0.550. The reactants are [NH2:1][CH2:2][CH2:3][CH2:4][CH2:5][C@H:6]([NH:17][C:18](=[O:33])[C:19]1[CH:24]=[CH:23][C:22]([C:25]([N:27]2[CH2:31][CH2:30][CH2:29][CH2:28]2)=[O:26])=[C:21]([CH3:32])[CH:20]=1)[C:7]1[NH:11][C:10]2[CH:12]=[CH:13][C:14]([Cl:16])=[CH:15][C:9]=2[N:8]=1.[C:34](Cl)(=[O:36])[CH3:35].C(N(CC)CC)C.ClCl. The catalyst is O1CCCC1.ClCCl.CO. The product is [C:34]([NH:1][CH2:2][CH2:3][CH2:4][CH2:5][C@H:6]([NH:17][C:18](=[O:33])[C:19]1[CH:24]=[CH:23][C:22]([C:25]([N:27]2[CH2:28][CH2:29][CH2:30][CH2:31]2)=[O:26])=[C:21]([CH3:32])[CH:20]=1)[C:7]1[NH:11][C:10]2[CH:12]=[CH:13][C:14]([Cl:16])=[CH:15][C:9]=2[N:8]=1)(=[O:36])[CH3:35]. (3) The reactants are [NH2:1][C:2]1[N:3]=[C:4]([NH2:13])[C:5]2[N:11]=[C:10](Cl)[CH:9]=[CH:8][C:6]=2[N:7]=1.C([O-])([O-])=O.[K+].[K+].[Cl:20][C:21]1[CH:22]=[C:23](B(O)O)[CH:24]=[CH:25][C:26]=1[O:27][CH3:28]. The catalyst is O1CCOCC1.O.C1C=CC([P]([Pd]([P](C2C=CC=CC=2)(C2C=CC=CC=2)C2C=CC=CC=2)([P](C2C=CC=CC=2)(C2C=CC=CC=2)C2C=CC=CC=2)[P](C2C=CC=CC=2)(C2C=CC=CC=2)C2C=CC=CC=2)(C2C=CC=CC=2)C2C=CC=CC=2)=CC=1. The product is [NH2:1][C:2]1[N:3]=[C:4]([NH2:13])[C:5]2[N:11]=[C:10]([C:23]3[CH:24]=[CH:25][C:26]([O:27][CH3:28])=[C:21]([Cl:20])[CH:22]=3)[CH:9]=[CH:8][C:6]=2[N:7]=1. The yield is 0.390. (4) The reactants are [NH2:1][C:2]1[C:11]([O:12][C@@H:13]([C:20]2[CH:25]=[CH:24][CH:23]=[CH:22][CH:21]=2)[CH2:14][N:15]2[CH:19]=[CH:18][N:17]=[CH:16]2)=[CH:10][CH:9]=[C:8]2[C:3]=1[CH2:4][CH2:5][CH2:6][C:7]2=[O:26].[N:27]1[CH:32]=[CH:31][CH:30]=[CH:29][C:28]=1[C:33](O)=[O:34].C1C=CC2N(O)N=NC=2C=1.CN1CCOCC1.CCN=C=NCCCN(C)C.Cl. The catalyst is CN(C=O)C. The product is [N:15]1([CH2:14][C@H:13]([C:20]2[CH:25]=[CH:24][CH:23]=[CH:22][CH:21]=2)[O:12][C:11]2[CH:10]=[CH:9][C:8]3[C:7](=[O:26])[CH2:6][CH2:5][CH2:4][C:3]=3[C:2]=2[NH:1][C:33]([C:28]2[CH:29]=[CH:30][CH:31]=[CH:32][N:27]=2)=[O:34])[CH:19]=[CH:18][N:17]=[CH:16]1. The yield is 0.820.